Dataset: Forward reaction prediction with 1.9M reactions from USPTO patents (1976-2016). Task: Predict the product of the given reaction. (1) The product is: [Cl:8][C:5]1[CH:6]=[CH:7][C:2]([NH:1][C:22]([NH:21][C:16]2[CH:17]=[CH:18][CH:19]=[CH:20][C:15]=2[Cl:14])=[O:23])=[C:3]([OH:13])[C:4]=1[S:9]([NH2:12])(=[O:11])=[O:10]. Given the reactants [NH2:1][C:2]1[C:3]([OH:13])=[C:4]([S:9]([NH2:12])(=[O:11])=[O:10])[C:5]([Cl:8])=[CH:6][CH:7]=1.[Cl:14][C:15]1[CH:20]=[CH:19][CH:18]=[CH:17][C:16]=1[N:21]=[C:22]=[O:23], predict the reaction product. (2) Given the reactants [CH:1]([C:3]1[CH:4]=[N:5][CH:6]=[CH:7][C:8]=1[C:9]1[CH:10]=[C:11]([CH:14]=[CH:15][CH:16]=1)[C:12]#[N:13])=[O:2].[CH3:17][C:18]1[CH:23]=[CH:22][CH:21]=[CH:20][C:19]=1[Mg]Br, predict the reaction product. The product is: [OH:2][CH:1]([C:19]1[CH:20]=[CH:21][CH:22]=[CH:23][C:18]=1[CH3:17])[C:3]1[CH:4]=[N:5][CH:6]=[CH:7][C:8]=1[C:9]1[CH:10]=[C:11]([CH:14]=[CH:15][CH:16]=1)[C:12]#[N:13]. (3) Given the reactants Br[C:2]1[CH:3]=[C:4]2[C:21](=[CH:22][CH:23]=1)[O:20][C:7]1([CH2:12][CH2:11][N:10]([C:13]([O:15][C:16]([CH3:19])([CH3:18])[CH3:17])=[O:14])[CH2:9][CH2:8]1)[CH2:6][C:5]2=[O:24].C(O[K])(C)=O.[C:30]([O:34][C:35](=[O:43])[C:36]1[CH:41]=[C:40](Br)[CH:39]=[N:38][CH:37]=1)([CH3:33])([CH3:32])[CH3:31].C([O-])([O-])=O.[Na+].[Na+], predict the reaction product. The product is: [C:30]([O:34][C:35](=[O:43])[C:36]1[CH:41]=[C:40]([C:2]2[CH:3]=[C:4]3[C:21](=[CH:22][CH:23]=2)[O:20][C:7]2([CH2:12][CH2:11][N:10]([C:13]([O:15][C:16]([CH3:17])([CH3:18])[CH3:19])=[O:14])[CH2:9][CH2:8]2)[CH2:6][C:5]3=[O:24])[CH:39]=[N:38][CH:37]=1)([CH3:33])([CH3:31])[CH3:32].